This data is from Reaction yield outcomes from USPTO patents with 853,638 reactions. The task is: Predict the reaction yield, written as a fraction of the theoretical maximum amount of product (1.0 means a 100% yield; for example, 0.34 means a 34% yield). The reactants are Br[C:2]1[CH:9]=[CH:8][CH:7]=[CH:6][C:3]=1[CH2:4][OH:5].[CH2:10]([NH2:16])[CH2:11][CH2:12][CH2:13][CH2:14][CH3:15]. No catalyst specified. The product is [CH2:10]([NH:16][C:2]1[CH:9]=[CH:8][CH:7]=[CH:6][C:3]=1[CH2:4][OH:5])[CH2:11][CH2:12][CH2:13][CH2:14][CH3:15]. The yield is 0.810.